Task: Predict the reactants needed to synthesize the given product.. Dataset: Full USPTO retrosynthesis dataset with 1.9M reactions from patents (1976-2016) (1) Given the product [CH2:26]([N:10]1[C:9]2[N:8]=[C:7]([CH2:6][C:5]3[CH:4]=[CH:3][C:2]([NH:1][S:39]([C:35]4[CH:36]=[CH:37][CH:38]=[C:33]([CH3:32])[CH:34]=4)(=[O:41])=[O:40])=[CH:31][CH:30]=3)[NH:15][C:14]=2[C:13](=[O:16])[N:12]([CH2:17][C:18]2[CH:23]=[CH:22][CH:21]=[CH:20][C:19]=2[F:24])[C:11]1=[O:25])[CH2:27][CH2:28][CH3:29], predict the reactants needed to synthesize it. The reactants are: [NH2:1][C:2]1[CH:31]=[CH:30][C:5]([CH2:6][C:7]2[NH:15][C:14]3[C:13](=[O:16])[N:12]([CH2:17][C:18]4[CH:23]=[CH:22][CH:21]=[CH:20][C:19]=4[F:24])[C:11](=[O:25])[N:10]([CH2:26][CH2:27][CH2:28][CH3:29])[C:9]=3[N:8]=2)=[CH:4][CH:3]=1.[CH3:32][C:33]1[CH:34]=[C:35]([S:39](Cl)(=[O:41])=[O:40])[CH:36]=[CH:37][CH:38]=1. (2) Given the product [CH3:9][C:6]1[C@@H:7]([CH3:8])[O:18][C@@H:17]([C:16]2[CH:19]=[CH:20][N:21]=[CH:22][C:15]=2[N+:12]([O-:14])=[O:13])[CH2:5][C:4]=1[O:3][Si:2]([CH3:10])([CH3:11])[CH3:1], predict the reactants needed to synthesize it. The reactants are: [CH3:1][Si:2]([CH3:11])([CH3:10])[O:3][C:4](/[C:6](/[CH3:9])=[CH:7]/[CH3:8])=[CH2:5].[N+:12]([C:15]1[CH:22]=[N:21][CH:20]=[CH:19][C:16]=1[CH:17]=[O:18])([O-:14])=[O:13].CC(C)(C)/C(/O)=C/C(C(C(C(F)(F)F)(F)F)(F)F)=O.CC(C)(C)/C(/O)=C/C(C(C(C(F)(F)F)(F)F)(F)F)=O.CC(C)(C)/C(/O)=C/C(C(C(C(F)(F)F)(F)F)(F)F)=O.[Eu]. (3) The reactants are: [CH2:1]([O:3][C:4](/[CH:6]=[CH:7]/[C:8]1[CH:9]=[C:10]2[C:14](=[CH:15][CH:16]=1)[NH:13][C:12]([C:17]([OH:19])=O)=[CH:11]2)=[O:5])[CH3:2].CC[N:22]=C=NCCCN(C)C.Cl.Cl.CCN(CC)CC.C1C=CC2N(O)N=NC=2C=1.[O:50]1[CH2:55][CH2:54][CH2:53][CH2:52][CH:51]1[O:56][NH:57][C:58](=[O:66])[CH:59](N)[CH2:60][CH2:61][CH2:62][CH2:63][CH3:64].C(O)(=O)CC(CC(O)=O)(C(O)=O)O. Given the product [CH2:1]([O:3][C:4](=[O:5])[CH2:6][CH2:7][C:8]1[CH:9]=[C:10]2[C:14](=[CH:15][CH:16]=1)[NH:13][C:12]([C:17](=[O:19])[NH:22][CH2:64][CH2:63][CH2:62][CH2:61][CH2:60][CH2:59][C:58](=[O:66])[NH:57][O:56][CH:51]1[CH2:52][CH2:53][CH2:54][CH2:55][O:50]1)=[CH:11]2)[CH3:2], predict the reactants needed to synthesize it. (4) Given the product [O:21]=[C:15]1[CH:14]([N:8]2[CH2:7][C:6]3[C:10](=[CH:11][CH:12]=[C:4]([CH2:3][NH:2][C:28](=[O:29])[C:27]4[CH:31]=[CH:32][C:24]([C:23]([F:34])([F:22])[F:33])=[N:25][CH:26]=4)[CH:5]=3)[C:9]2=[O:13])[CH2:19][CH2:18][C:17](=[O:20])[NH:16]1, predict the reactants needed to synthesize it. The reactants are: Cl.[NH2:2][CH2:3][C:4]1[CH:5]=[C:6]2[C:10](=[CH:11][CH:12]=1)[C:9](=[O:13])[N:8]([CH:14]1[CH2:19][CH2:18][C:17](=[O:20])[NH:16][C:15]1=[O:21])[CH2:7]2.[F:22][C:23]([F:34])([F:33])[C:24]1[CH:32]=[CH:31][C:27]([C:28](Cl)=[O:29])=[CH:26][N:25]=1.C(N(CC)CC)C.Cl.C([O-])(O)=O.[Na+].